Dataset: Full USPTO retrosynthesis dataset with 1.9M reactions from patents (1976-2016). Task: Predict the reactants needed to synthesize the given product. (1) Given the product [ClH:48].[NH2:8][CH2:9][C@H:10]1[CH2:15][CH2:14][C@H:13]([C:16]([NH:18][C@H:19]([C:49](=[O:62])[NH:50][C:51]2[CH:52]=[CH:53][C:54]([C:57]3[N:58]=[N:59][NH:60][N:61]=3)=[CH:55][CH:56]=2)[CH2:20][C:21]2[CH:26]=[CH:25][C:24]([C:27]3[CH:32]=[CH:31][C:30]([C:33]([NH:35][C@H:36]4[CH2:40][CH2:39][NH:38][CH2:37]4)=[O:34])=[CH:29][C:28]=3[Cl:48])=[CH:23][CH:22]=2)=[O:17])[CH2:12][CH2:11]1, predict the reactants needed to synthesize it. The reactants are: C(OC([NH:8][CH2:9][C@H:10]1[CH2:15][CH2:14][C@H:13]([C:16]([NH:18][C@H:19]([C:49](=[O:62])[NH:50][C:51]2[CH:56]=[CH:55][C:54]([C:57]3[N:58]=[N:59][NH:60][N:61]=3)=[CH:53][CH:52]=2)[CH2:20][C:21]2[CH:26]=[CH:25][C:24]([C:27]3[CH:32]=[CH:31][C:30]([C:33]([NH:35][C@H:36]4[CH2:40][CH2:39][N:38](C(OC(C)(C)C)=O)[CH2:37]4)=[O:34])=[CH:29][C:28]=3[Cl:48])=[CH:23][CH:22]=2)=[O:17])[CH2:12][CH2:11]1)=O)(C)(C)C.Cl. (2) Given the product [NH2:33][C:4]1[S:3][C:2]([C:43]2[C:44]([CH3:48])=[CH:45][CH:46]=[CH:47][C:42]=2[F:41])=[N:6][C:5]=1[C:7]([NH:8][C:9]1[CH:10]=[N:11][N:12]([CH3:31])[C:13]=1[C@@H:14]1[CH2:20][CH2:19][C@@H:18]([NH2:21])[C@@H:17]([O:29][CH3:30])[CH2:16][O:15]1)=[O:32], predict the reactants needed to synthesize it. The reactants are: Br[C:2]1[S:3][C:4]([NH:33]C(=O)OC(C)(C)C)=[C:5]([C:7](=[O:32])[NH:8][C:9]2[CH:10]=[N:11][N:12]([CH3:31])[C:13]=2[C@@H:14]2[CH2:20][CH2:19][C@@H:18]([NH:21]C(OC(C)(C)C)=O)[C@@H:17]([O:29][CH3:30])[CH2:16][O:15]2)[N:6]=1.[F:41][C:42]1[CH:47]=[CH:46][CH:45]=[C:44]([CH3:48])[C:43]=1B(O)O. (3) Given the product [F:7][C:8]1[CH:17]=[C:16]2[C:11]([CH:12]=[CH:13][CH:14]=[N:15]2)=[CH:10][C:9]=1[CH2:18][C:19]1[N:23]2[N:24]=[C:25](/[C:28](=[N:3]/[NH:2][C:4](=[S:6])[NH2:5])/[CH3:29])[CH:26]=[CH:27][C:22]2=[N:21][CH:20]=1, predict the reactants needed to synthesize it. The reactants are: Cl.[NH:2]([C:4](=[S:6])[NH2:5])[NH2:3].[F:7][C:8]1[CH:17]=[C:16]2[C:11]([CH:12]=[CH:13][CH:14]=[N:15]2)=[CH:10][C:9]=1[CH2:18][C:19]1[N:23]2[N:24]=[C:25]([C:28](=O)[CH3:29])[CH:26]=[CH:27][C:22]2=[N:21][CH:20]=1. (4) Given the product [CH3:1][O:2][C:3](=[O:14])[CH2:4][C:5]1[C:10]([C:15]#[N:16])=[CH:9][C:8]([Cl:12])=[CH:7][C:6]=1[Cl:13], predict the reactants needed to synthesize it. The reactants are: [CH3:1][O:2][C:3](=[O:14])[CH2:4][C:5]1[C:10](I)=[CH:9][C:8]([Cl:12])=[CH:7][C:6]=1[Cl:13].[CH3:15][N:16]1C(=O)CCC1. (5) Given the product [ClH:30].[ClH:30].[NH2:1][C:4]1[CH:9]=[CH:8][C:7]([NH:10][CH2:11][CH2:12][CH2:13][CH2:14][CH2:15][OH:16])=[CH:6][C:5]=1[CH3:17], predict the reactants needed to synthesize it. The reactants are: [N+:1]([C:4]1[CH:9]=[CH:8][C:7]([NH:10][CH2:11][CH2:12][CH2:13][CH2:14][CH2:15][OH:16])=[CH:6][C:5]=1[CH3:17])([O-])=O.C1(N)C(F)=C(F)C(F)=C(N)C=1F.[ClH:30].Cl. (6) The reactants are: [NH2:1][C:2]1([C:9]([O:11][CH3:12])=[O:10])[CH2:7][CH2:6][C:5]([F:8])=[CH:4][CH2:3]1.[H][H]. Given the product [NH2:1][C:2]1([C:9]([O:11][CH3:12])=[O:10])[CH2:7][CH2:6][CH:5]([F:8])[CH2:4][CH2:3]1, predict the reactants needed to synthesize it. (7) Given the product [CH2:16]([O:23][C:24]([NH:26][C@@H:27]([CH2:35][NH:36][C:11](=[O:13])[C:10]1[CH:9]=[CH:8][C:7]([CH2:6][CH2:5][C:3]([O:2][CH3:1])=[O:4])=[CH:15][CH:14]=1)[C:28]([O:30][C:31]([CH3:32])([CH3:33])[CH3:34])=[O:29])=[O:25])[C:17]1[CH:18]=[CH:19][CH:20]=[CH:21][CH:22]=1, predict the reactants needed to synthesize it. The reactants are: [CH3:1][O:2][C:3]([CH2:5][CH2:6][C:7]1[CH:15]=[CH:14][C:10]([C:11]([OH:13])=O)=[CH:9][CH:8]=1)=[O:4].[CH2:16]([O:23][C:24]([NH:26][C@@H:27]([CH2:35][NH2:36])[C:28]([O:30][C:31]([CH3:34])([CH3:33])[CH3:32])=[O:29])=[O:25])[C:17]1[CH:22]=[CH:21][CH:20]=[CH:19][CH:18]=1.F[B-](F)(F)F.C(C(=NOC(N(C)C)=[N+](C)C)C(OCC)=O)#N.C(N(C(C)C)CC)(C)C.